This data is from Full USPTO retrosynthesis dataset with 1.9M reactions from patents (1976-2016). The task is: Predict the reactants needed to synthesize the given product. (1) Given the product [NH2:25][C:14]1[N:13]=[C:12]([N:8]2[CH:7]([CH2:26][OH:27])[CH2:6][C:5]3[C:10](=[CH:11][C:2]([Br:1])=[CH:3][CH:4]=3)[CH2:9]2)[CH:17]=[C:16]([N:18]2[CH2:23][CH2:22][N:21]([CH3:24])[CH2:20][CH2:19]2)[N:15]=1, predict the reactants needed to synthesize it. The reactants are: [Br:1][C:2]1[CH:11]=[C:10]2[C:5]([CH2:6][CH:7]([CH2:26][O:27][Si](C(C)(C)C)(C)C)[N:8]([C:12]3[CH:17]=[C:16]([N:18]4[CH2:23][CH2:22][N:21]([CH3:24])[CH2:20][CH2:19]4)[N:15]=[C:14]([NH2:25])[N:13]=3)[CH2:9]2)=[CH:4][CH:3]=1.F[Si-2](F)(F)(F)(F)F.[H+].[H+]. (2) Given the product [OH:29][CH:13]1[CH:14]([OH:20])[CH2:15][N:11]([C:1]([O:3][CH2:4][C:5]2[CH:10]=[CH:9][CH:8]=[CH:7][CH:6]=2)=[O:2])[CH2:12]1, predict the reactants needed to synthesize it. The reactants are: [C:1]([N:11]1[CH2:15][CH2:14][CH:13]=[CH:12]1)([O:3][CH2:4][C:5]1[CH:10]=[CH:9][CH:8]=[CH:7][CH:6]=1)=[O:2].C[N+]1([O-])CC[O:20]CC1.OS([O-])=O.[Na+].[OH2:29]. (3) Given the product [Cl:1][C:2]1[CH:3]=[CH:4][C:5]([O:25][CH3:26])=[C:6]([C:8]2[C:12]([NH:13][C:14]([C:16]3[CH:17]=[N:18][N:19]4[CH:24]=[CH:23][CH:22]=[N:21][C:20]=34)=[O:15])=[CH:11][N:10]([CH:30]([F:36])[C:31]([OH:33])=[O:32])[N:9]=2)[CH:7]=1, predict the reactants needed to synthesize it. The reactants are: [Cl:1][C:2]1[CH:3]=[CH:4][C:5]([O:25][CH3:26])=[C:6]([C:8]2[C:12]([NH:13][C:14]([C:16]3[CH:17]=[N:18][N:19]4[CH:24]=[CH:23][CH:22]=[N:21][C:20]=34)=[O:15])=[CH:11][NH:10][N:9]=2)[CH:7]=1.[H-].[Na+].Br[CH:30]([F:36])[C:31]([O:33]CC)=[O:32].